This data is from Forward reaction prediction with 1.9M reactions from USPTO patents (1976-2016). The task is: Predict the product of the given reaction. Given the reactants [CH2:1]1[CH:5]2[CH2:6][NH:7][CH2:8][CH:4]2[CH2:3][N:2]1[C:9]1[CH:10]=[CH:11][C:12]2[N:13]([C:15]([C:18]([F:21])([F:20])[F:19])=[N:16][N:17]=2)[N:14]=1.[OH:22][C:23]1[CH:28]=[C:27]([CH:29]=O)[CH:26]=[CH:25][N:24]=1, predict the reaction product. The product is: [F:19][C:18]([F:20])([F:21])[C:15]1[N:13]2[N:14]=[C:9]([N:2]3[CH2:3][CH:4]4[CH2:8][N:7]([CH2:29][C:27]5[CH:26]=[CH:25][NH:24][C:23](=[O:22])[CH:28]=5)[CH2:6][CH:5]4[CH2:1]3)[CH:10]=[CH:11][C:12]2=[N:17][N:16]=1.